From a dataset of Peptide-MHC class II binding affinity with 134,281 pairs from IEDB. Regression. Given a peptide amino acid sequence and an MHC pseudo amino acid sequence, predict their binding affinity value. This is MHC class II binding data. The peptide sequence is YEVRAELPGVDPDKDVDIMV. The MHC is DRB1_1301 with pseudo-sequence DRB1_1301. The binding affinity (normalized) is 0.0330.